Dataset: NCI-60 drug combinations with 297,098 pairs across 59 cell lines. Task: Regression. Given two drug SMILES strings and cell line genomic features, predict the synergy score measuring deviation from expected non-interaction effect. Drug 1: C1CCN(CC1)CCOC2=CC=C(C=C2)C(=O)C3=C(SC4=C3C=CC(=C4)O)C5=CC=C(C=C5)O. Drug 2: C1CCC(C(C1)N)N.C(=O)(C(=O)[O-])[O-].[Pt+4]. Cell line: SN12C. Synergy scores: CSS=9.61, Synergy_ZIP=-2.39, Synergy_Bliss=3.61, Synergy_Loewe=2.47, Synergy_HSA=3.04.